From a dataset of Peptide-MHC class II binding affinity with 134,281 pairs from IEDB. Regression. Given a peptide amino acid sequence and an MHC pseudo amino acid sequence, predict their binding affinity value. This is MHC class II binding data. (1) The peptide sequence is VWRIDTPDKLTGPFT. The MHC is DRB4_0101 with pseudo-sequence DRB4_0103. The binding affinity (normalized) is 0.195. (2) The peptide sequence is AKLALDNIVMLHTTE. The MHC is DRB1_0301 with pseudo-sequence DRB1_0301. The binding affinity (normalized) is 0.848. (3) The peptide sequence is VTLEADVILPIGTRS. The MHC is DRB1_0901 with pseudo-sequence DRB1_0901. The binding affinity (normalized) is 0.407. (4) The binding affinity (normalized) is 0. The MHC is DRB3_0202 with pseudo-sequence DRB3_0202. The peptide sequence is MPRSIGGPVSSHNHI. (5) The peptide sequence is KGSNPNYLALLVKYV. The MHC is DRB1_0701 with pseudo-sequence DRB1_0701. The binding affinity (normalized) is 0.390. (6) The peptide sequence is SGVAATESAYLAYRN. The MHC is HLA-DQA10102-DQB10602 with pseudo-sequence HLA-DQA10102-DQB10602. The binding affinity (normalized) is 0.350. (7) The peptide sequence is VHAVKPVTEEPGMAK. The MHC is DRB1_1101 with pseudo-sequence DRB1_1101. The binding affinity (normalized) is 0.191. (8) The peptide sequence is GLVTEFPSTAAAYFR. The MHC is DRB1_1302 with pseudo-sequence DRB1_1302. The binding affinity (normalized) is 0.700. (9) The peptide sequence is GGKAYMDVISRRDQR. The MHC is HLA-DQA10201-DQB10402 with pseudo-sequence HLA-DQA10201-DQB10402. The binding affinity (normalized) is 0.354. (10) The peptide sequence is AAFSRMLSLFFRQHI. The MHC is DRB1_0404 with pseudo-sequence DRB1_0404. The binding affinity (normalized) is 0.568.